This data is from Forward reaction prediction with 1.9M reactions from USPTO patents (1976-2016). The task is: Predict the product of the given reaction. (1) Given the reactants [CH:1]([C:3]1[CH:12]=[CH:11][CH:10]=[CH:9][C:4]=1[C:5]([O:7][CH3:8])=[O:6])=O.Cl.[NH2:14][OH:15].O.C(OCC)(=O)C, predict the reaction product. The product is: [OH:15][N:14]=[CH:1][C:3]1[CH:12]=[CH:11][CH:10]=[CH:9][C:4]=1[C:5]([O:7][CH3:8])=[O:6]. (2) Given the reactants Br[CH2:2][C:3]1[O:7][N:6]=[C:5]([NH:8][C:9](=[O:12])[O:10][CH3:11])[CH:4]=1.ClCC1N(C)N=C(C)N=1.[CH:22]1([C:27]2([CH2:35][CH2:36][C:37]3[CH:42]=[CH:41][C:40]([O:43][CH3:44])=[CH:39][CH:38]=3)[O:32][C:31](=[O:33])[CH2:30][C:29](=[O:34])[CH2:28]2)[CH2:26][CH2:25][CH2:24][CH2:23]1, predict the reaction product. The product is: [CH:22]1([C:27]2([CH2:35][CH2:36][C:37]3[CH:42]=[CH:41][C:40]([O:43][CH3:44])=[CH:39][CH:38]=3)[O:32][C:31](=[O:33])[C:30]([CH2:2][C:3]3[O:7][N:6]=[C:5]([NH:8][C:9](=[O:12])[O:10][CH3:11])[CH:4]=3)=[C:29]([OH:34])[CH2:28]2)[CH2:26][CH2:25][CH2:24][CH2:23]1. (3) Given the reactants Br[C:2]1[CH:3]=[N:4][CH:5]=[CH:6][C:7]=1[CH:8]=[CH:9][C:10]1[CH:15]=[CH:14][CH:13]=[CH:12][CH:11]=1.[C:16]([C:18]1[CH:30]=[CH:29][C:21]([C:22]([O:24][C:25]([CH3:28])([CH3:27])[CH3:26])=[O:23])=[CH:20][CH:19]=1)#[CH:17].C(N(CC)CC)C, predict the reaction product. The product is: [C:10]1([CH:9]=[CH:8][C:7]2[CH:6]=[CH:5][N:4]=[CH:3][C:2]=2[C:17]#[C:16][C:18]2[CH:30]=[CH:29][C:21]([C:22]([O:24][C:25]([CH3:26])([CH3:28])[CH3:27])=[O:23])=[CH:20][CH:19]=2)[CH:15]=[CH:14][CH:13]=[CH:12][CH:11]=1. (4) Given the reactants [CH3:1][O:2][C:3]1[CH:4]=[C:5]([C:11]2[C:20]3[C:21](=[O:24])[O:22][CH2:23][C:19]=3[C:18]([OH:25])=[C:17]3[C:12]=2[CH:13]=[C:14]([O:28][CH3:29])[C:15]([O:26][CH3:27])=[CH:16]3)[CH:6]=[C:7]([O:9][CH3:10])[CH:8]=1.IC.[C:32](=O)([O-])[O-].[K+].[K+].[Cl-].[NH4+], predict the reaction product. The product is: [CH3:1][O:2][C:3]1[CH:4]=[C:5]([C:11]2[C:20]3[C:21](=[O:24])[O:22][CH2:23][C:19]=3[C:18]([O:25][CH3:32])=[C:17]3[C:12]=2[CH:13]=[C:14]([O:28][CH3:29])[C:15]([O:26][CH3:27])=[CH:16]3)[CH:6]=[C:7]([O:9][CH3:10])[CH:8]=1. (5) The product is: [C:1]([O:5][C:6]([NH:8][C@H:9]([C:18]([OH:20])=[O:19])[CH:10]([O:17][C:22]1[CH:27]=[CH:26][CH:25]=[CH:24][C:23]=1[N+:28]([O-:30])=[O:29])[C:11]1[CH:16]=[CH:15][CH:14]=[CH:13][CH:12]=1)=[O:7])([CH3:4])([CH3:2])[CH3:3]. Given the reactants [C:1]([O:5][C:6]([NH:8][C@H:9]([C:18]([OH:20])=[O:19])[CH:10]([OH:17])[C:11]1[CH:16]=[CH:15][CH:14]=[CH:13][CH:12]=1)=[O:7])([CH3:4])([CH3:3])[CH3:2].F[C:22]1[CH:27]=[CH:26][CH:25]=[CH:24][C:23]=1[N+:28]([O-:30])=[O:29].C[Si]([N-][Si](C)(C)C)(C)C.[K+], predict the reaction product. (6) Given the reactants [CH2:1]([N:5]1[C:14]2[C:9](=[CH:10][CH:11]=[C:12]([C:15]([O:17][CH3:18])=[O:16])[CH:13]=2)[NH:8][CH2:7][CH2:6]1)[CH2:2][CH2:3][CH3:4].C(N(CC)CC)C.[CH3:26][S:27](Cl)(=[O:29])=[O:28], predict the reaction product. The product is: [CH2:1]([N:5]1[C:14]2[C:9](=[CH:10][CH:11]=[C:12]([C:15]([O:17][CH3:18])=[O:16])[CH:13]=2)[N:8]([S:27]([CH3:26])(=[O:29])=[O:28])[CH2:7][CH2:6]1)[CH2:2][CH2:3][CH3:4]. (7) Given the reactants Cl[C:2]1[C:11]2[C:6](=[CH:7][CH:8]=[C:9]([NH:12][S:13]([CH3:16])(=[O:15])=[O:14])[CH:10]=2)[CH:5]=[N:4][CH:3]=1.[CH3:17][O:18][CH2:19][CH2:20][N:21]1[CH:25]=[C:24]([C:26]2[CH:31]=[CH:30][C:29](B3OC(C)(C)C(C)(C)O3)=[CH:28][CH:27]=2)[CH:23]=[N:22]1.[O-]P([O-])([O-])=O.[K+].[K+].[K+], predict the reaction product. The product is: [CH3:17][O:18][CH2:19][CH2:20][N:21]1[CH:25]=[C:24]([C:26]2[CH:31]=[CH:30][C:29]([C:2]3[C:11]4[C:6](=[CH:7][CH:8]=[C:9]([NH:12][S:13]([CH3:16])(=[O:15])=[O:14])[CH:10]=4)[CH:5]=[N:4][CH:3]=3)=[CH:28][CH:27]=2)[CH:23]=[N:22]1. (8) Given the reactants [CH2:1]([N:8]1[CH:12]([CH3:13])[CH2:11][CH:10]([CH2:14][OH:15])[CH2:9]1)[C:2]1[CH:7]=[CH:6][CH:5]=[CH:4][CH:3]=1.C(N(CC)CC)C.[S:23](Cl)([C:26]1[CH:32]=[CH:31][C:29]([CH3:30])=[CH:28][CH:27]=1)(=[O:25])=[O:24].C(OCC)(=O)C.CCCCCC, predict the reaction product. The product is: [CH3:30][C:29]1[CH:31]=[CH:32][C:26]([S:23]([O:15][CH2:14][CH:10]2[CH2:11][CH:12]([CH3:13])[N:8]([CH2:1][C:2]3[CH:7]=[CH:6][CH:5]=[CH:4][CH:3]=3)[CH2:9]2)(=[O:25])=[O:24])=[CH:27][CH:28]=1.